Task: Predict which catalyst facilitates the given reaction.. Dataset: Catalyst prediction with 721,799 reactions and 888 catalyst types from USPTO (1) Reactant: [O:1]1[CH2:6][CH2:5][CH:4]([NH:7][CH2:8][CH2:9][OH:10])[CH2:3][CH2:2]1.[CH3:11][N:12]1[CH:16]=[C:15]([C:17](O)=[O:18])[N:14]=[CH:13]1.CN(C(ON1N=NC2C=CC=NC1=2)=[N+](C)C)C.F[P-](F)(F)(F)(F)F.C(N(C(C)C)CC)(C)C. Product: [OH:10][CH2:9][CH2:8][N:7]([CH:4]1[CH2:5][CH2:6][O:1][CH2:2][CH2:3]1)[C:17]([C:15]1[N:14]=[CH:13][N:12]([CH3:11])[CH:16]=1)=[O:18]. The catalyst class is: 10. (2) Reactant: CN(C)C=O.Br[C:7]1[CH:8]=[C:9]([Cl:30])[C:10]([C:13]2[N:14]([CH2:22][O:23][CH2:24][CH2:25][Si:26]([CH3:29])([CH3:28])[CH3:27])[CH:15]=[C:16]([C:18]([F:21])([F:20])[F:19])[N:17]=2)=[N:11][CH:12]=1.[CH3:31][C:32]1[C:37](B2OC(C)(C)C(C)(C)O2)=[CH:36][N:35]=[C:34]([O:47][CH2:48][C:49]2([C:53]([O:55][CH2:56][CH3:57])=[O:54])[CH2:52][CH2:51][CH2:50]2)[CH:33]=1.C(=O)([O-])[O-].[Na+].[Na+]. Product: [Cl:30][C:9]1[CH:8]=[C:7]([C:37]2[CH:36]=[N:35][C:34]([O:47][CH2:48][C:49]3([C:53]([O:55][CH2:56][CH3:57])=[O:54])[CH2:52][CH2:51][CH2:50]3)=[CH:33][C:32]=2[CH3:31])[CH:12]=[N:11][C:10]=1[C:13]1[N:14]([CH2:22][O:23][CH2:24][CH2:25][Si:26]([CH3:29])([CH3:28])[CH3:27])[CH:15]=[C:16]([C:18]([F:21])([F:20])[F:19])[N:17]=1. The catalyst class is: 6. (3) Reactant: [N+:1]([C:4]1[CH:5]=[C:6]([C:16]2[CH:21]=[CH:20][N:19]=[CH:18][CH:17]=2)[C:7]([C:11]2[S:12][CH:13]=[CH:14][CH:15]=2)=[N:8][C:9]=1[NH2:10])([O-])=O. Product: [S:12]1[CH:13]=[CH:14][CH:15]=[C:11]1[C:7]1[C:6]([C:16]2[CH:21]=[CH:20][N:19]=[CH:18][CH:17]=2)=[CH:5][C:4]([NH2:1])=[C:9]([NH2:10])[N:8]=1. The catalyst class is: 63. (4) Reactant: Br[C:2]1[CH:27]=[CH:26][C:5]([CH2:6][O:7][C:8]2[C:9]([F:25])=[C:10]([C:18]3[N:19]=[CH:20][C:21]([NH2:24])=[N:22][CH:23]=3)[CH:11]=[CH:12][C:13]=2[CH:14]2[CH2:17][CH2:16][CH2:15]2)=[CH:4][CH:3]=1.[NH2:28][C:29]1[N:34]=[CH:33][C:32](B(O)O)=[CH:31][N:30]=1.C([O-])([O-])=O.[Na+].[Na+]. The catalyst class is: 294. Product: [NH2:24][C:21]1[N:22]=[CH:23][C:18]([C:10]2[C:9]([F:25])=[C:8]([C:13]([CH:14]3[CH2:17][CH2:16][CH2:15]3)=[CH:12][CH:11]=2)[O:7][CH2:6][C:5]2[CH:26]=[CH:27][C:2]([C:32]3[CH:31]=[N:30][C:29]([NH2:28])=[N:34][CH:33]=3)=[CH:3][CH:4]=2)=[N:19][CH:20]=1. (5) Reactant: [Si:1]([O:18][CH2:19][C@@H:20]([N:23]1[C@H:28]([C:29]2[CH:34]=[CH:33][C:32]([Cl:35])=[CH:31][CH:30]=2)[C@@H:27]([C:36]2[CH:41]=[CH:40][CH:39]=[C:38]([Cl:42])[CH:37]=2)[CH2:26][C@@H:25]([CH2:43][C:44]([OH:46])=[O:45])[C:24]1=[O:47])[CH2:21][CH3:22])([C:14]([CH3:17])([CH3:16])[CH3:15])([C:8]1[CH:13]=[CH:12][CH:11]=[CH:10][CH:9]=1)[C:2]1[CH:7]=[CH:6][CH:5]=[CH:4][CH:3]=1.CO.[Si](C=[N+]=[N-])(C)(C)[CH3:51]. Product: [Si:1]([O:18][CH2:19][C@@H:20]([N:23]1[C@H:28]([C:29]2[CH:30]=[CH:31][C:32]([Cl:35])=[CH:33][CH:34]=2)[C@@H:27]([C:36]2[CH:41]=[CH:40][CH:39]=[C:38]([Cl:42])[CH:37]=2)[CH2:26][C@@H:25]([CH2:43][C:44]([O:46][CH3:51])=[O:45])[C:24]1=[O:47])[CH2:21][CH3:22])([C:14]([CH3:17])([CH3:16])[CH3:15])([C:8]1[CH:13]=[CH:12][CH:11]=[CH:10][CH:9]=1)[C:2]1[CH:3]=[CH:4][CH:5]=[CH:6][CH:7]=1. The catalyst class is: 2.